Predict the reactants needed to synthesize the given product. From a dataset of Full USPTO retrosynthesis dataset with 1.9M reactions from patents (1976-2016). (1) The reactants are: [CH3:1][C:2]1[CH:3]=[C:4]([CH2:11][C:12]([O:14][CH3:15])=[O:13])[CH:5]=[CH:6][C:7]=1[N+:8]([O-])=O. Given the product [NH2:8][C:7]1[CH:6]=[CH:5][C:4]([CH2:11][C:12]([O:14][CH3:15])=[O:13])=[CH:3][C:2]=1[CH3:1], predict the reactants needed to synthesize it. (2) Given the product [N:1]1([C:6]2[CH:31]=[CH:30][C:9]([CH2:10][C:11]3[C:12]([Cl:29])=[CH:13][C:14]([CH:32]=[CH2:33])=[C:15]([CH:20]=3)[C:16]([O:18][CH3:19])=[O:17])=[CH:8][CH:7]=2)[CH:5]=[CH:4][CH:3]=[N:2]1, predict the reactants needed to synthesize it. The reactants are: [N:1]1([C:6]2[CH:31]=[CH:30][C:9]([CH2:10][C:11]3[C:12]([Cl:29])=[CH:13][C:14](OS(C(F)(F)F)(=O)=O)=[C:15]([CH:20]=3)[C:16]([O:18][CH3:19])=[O:17])=[CH:8][CH:7]=2)[CH:5]=[CH:4][CH:3]=[N:2]1.[CH2:32](C([Sn])=C(CCCC)CCCC)[CH2:33]CC.[Cl-].[Li+].[F-].[K+]. (3) The reactants are: Br[C:2]1[C:7]2=[N:8][C:9]([C:12]([NH2:14])=[O:13])=[CH:10][N:11]=[C:6]2[CH:5]=[N:4][CH:3]=1.[F:15][C:16]1[CH:21]=[C:20]([C:22]([F:25])([F:24])[F:23])[CH:19]=[CH:18][C:17]=1B(O)O.C(=O)([O-])[O-].[Cs+].[Cs+].O1CCOCC1. Given the product [F:15][C:16]1[CH:21]=[C:20]([C:22]([F:23])([F:24])[F:25])[CH:19]=[CH:18][C:17]=1[C:2]1[C:7]2=[N:8][C:9]([C:12]([NH2:14])=[O:13])=[CH:10][N:11]=[C:6]2[CH:5]=[N:4][CH:3]=1, predict the reactants needed to synthesize it. (4) The reactants are: C(NC(C)C)(C)C.C([Li])CCC.[Br:13][C:14]1[CH:19]=[CH:18][C:17]([F:20])=[C:16]([CH3:21])[CH:15]=1.CN([CH:25]=[O:26])C. Given the product [Br:13][C:14]1[CH:15]=[C:16]([CH3:21])[C:17]([F:20])=[C:18]([CH:19]=1)[CH:25]=[O:26], predict the reactants needed to synthesize it. (5) Given the product [CH:3]1[C:2]([Cl:1])=[CH:28][C:27]2[C:9]([C:8]3[C:7]([NH:6][C:5]=2[CH:4]=1)=[CH:15][C:14]1[C:16]([C:21]2[CH:22]=[C:23]([Cl:26])[CH:24]=[CH:25][C:20]=2[NH:19][C:13]=1[CH:12]=3)=[O:18])=[O:11], predict the reactants needed to synthesize it. The reactants are: [Cl:1][C:2]1[CH:28]=[CH:27][C:5]([NH:6][C:7]2[CH:15]=[C:14]([C:16]([OH:18])=O)[C:13]([NH:19][C:20]3[CH:25]=[CH:24][C:23]([Cl:26])=[CH:22][CH:21]=3)=[CH:12][C:8]=2[C:9]([OH:11])=O)=[CH:4][CH:3]=1.P(=O)(O)(O)O.CO. (6) Given the product [CH2:1]([C:5]1[CH:6]=[CH:7][C:8]([C:11]#[C:12][C:13]2[CH:44]=[CH:43][C:16]([CH2:17][N:18]([CH2:30][C:31]3[CH:42]=[CH:41][C:34]([O:35][CH2:36][C:37]([OH:39])=[O:38])=[CH:33][CH:32]=3)[C:19]([NH:21][C:22]3[CH:27]=[CH:26][C:25]([C:28]#[N:29])=[CH:24][CH:23]=3)=[O:20])=[CH:15][CH:14]=2)=[CH:9][CH:10]=1)[CH2:2][CH2:3][CH3:4], predict the reactants needed to synthesize it. The reactants are: [CH2:1]([C:5]1[CH:10]=[CH:9][C:8]([C:11]#[C:12][C:13]2[CH:44]=[CH:43][C:16]([CH2:17][N:18]([CH2:30][C:31]3[CH:42]=[CH:41][C:34]([O:35][CH2:36][C:37]([O:39]C)=[O:38])=[CH:33][CH:32]=3)[C:19]([NH:21][C:22]3[CH:27]=[CH:26][C:25]([C:28]#[N:29])=[CH:24][CH:23]=3)=[O:20])=[CH:15][CH:14]=2)=[CH:7][CH:6]=1)[CH2:2][CH2:3][CH3:4].[OH-].[Na+].Cl. (7) Given the product [C:2]([C:5]1[CH:10]([CH2:11][CH:12]2[CH2:21][CH2:20][C:19]3[C:14](=[CH:15][CH:16]=[C:17]([O:22][CH3:23])[CH:18]=3)[C:13]2=[O:24])[CH:9]=[CH:8][N:7]([CH2:25][C:26]2[CH:31]=[CH:30][CH:29]=[CH:28][C:27]=2[N+:32]([O-:34])=[O:33])[CH:6]=1)(=[O:4])[CH3:3], predict the reactants needed to synthesize it. The reactants are: [Br-].[C:2]([C:5]1[CH:6]=[N+:7]([CH2:25][C:26]2[CH:31]=[CH:30][CH:29]=[CH:28][C:27]=2[N+:32]([O-:34])=[O:33])[CH:8]=[CH:9][C:10]=1[CH2:11][CH:12]1[CH2:21][CH2:20][C:19]2[C:14](=[CH:15][CH:16]=[C:17]([O:22][CH3:23])[CH:18]=2)[C:13]1=[O:24])(=[O:4])[CH3:3].C1C(C(N)=O)=CN(CC2C=CC=CC=2)C=C1. (8) Given the product [CH2:1]([O:3][C:4]([C:6]1[CH:7]=[N:8][N:9]([CH3:13])[C:10](=[O:12])[CH:11]=1)=[O:5])[CH3:2], predict the reactants needed to synthesize it. The reactants are: [CH2:1]([O:3][C:4]([C:6]1[CH:7]=[N:8][NH:9][C:10](=[O:12])[CH:11]=1)=[O:5])[CH3:2].[C:13](=O)([O-])[O-].[K+].[K+].CI.C(OCC)(=O)C. (9) Given the product [CH3:18][C:14]([C:11]1[CH:10]=[CH:9][C:8]([S:5](/[CH:4]=[CH:3]/[C:1]#[N:2])(=[O:6])=[O:7])=[CH:13][CH:12]=1)([CH3:19])[C:15](=[O:17])[N:20]1[CH2:25][CH2:24][CH2:23][CH2:22][CH2:21]1, predict the reactants needed to synthesize it. The reactants are: [C:1](/[CH:3]=[CH:4]/[S:5]([C:8]1[CH:13]=[CH:12][C:11]([C:14]([CH3:19])([CH3:18])[C:15]([OH:17])=O)=[CH:10][CH:9]=1)(=[O:7])=[O:6])#[N:2].[NH:20]1[CH2:25][CH2:24][CH2:23][CH2:22][CH2:21]1.Cl.CN(C)CCCN=C=NCC.ON1C2C=CC=CC=2N=N1.